This data is from Full USPTO retrosynthesis dataset with 1.9M reactions from patents (1976-2016). The task is: Predict the reactants needed to synthesize the given product. (1) Given the product [Cl:15][C:16]1[CH:23]=[CH:22][CH:21]=[C:20]([Cl:24])[C:17]=1[C:18]1[NH:1][N:2]=[C:3]([C:5]2[C:10]([C:11]([F:12])([F:13])[F:14])=[CH:9][CH:8]=[CH:7][N:6]=2)[N:4]=1, predict the reactants needed to synthesize it. The reactants are: [NH2:1][NH:2][C:3]([C:5]1[C:10]([C:11]([F:14])([F:13])[F:12])=[CH:9][CH:8]=[CH:7][N:6]=1)=[NH:4].[Cl:15][C:16]1[CH:23]=[CH:22][CH:21]=[C:20]([Cl:24])[C:17]=1[CH:18]=O. (2) The reactants are: Cl[CH2:2][CH2:3][O:4][C:5]1[C:17]2[C:16]3[C:11]4=[C:12]([O:18][CH2:19][CH:20]([C:21]5[CH:26]=[CH:25][CH:24]=[CH:23][CH:22]=5)[N:10]4[C:9]=2[CH:8]=[CH:7][CH:6]=1)[CH:13]=[CH:14][CH:15]=3.[I-].[Na+].C(=O)([O-])[O-].[K+].[K+].[CH2:35]([CH2:37][NH2:38])[OH:36]. Given the product [C:21]1([CH:20]2[N:10]3[C:11]4[C:16]([C:17]5[C:5]([O:4][CH2:3][CH2:2][NH:38][CH2:37][CH2:35][OH:36])=[CH:6][CH:7]=[CH:8][C:9]=53)=[CH:15][CH:14]=[CH:13][C:12]=4[O:18][CH2:19]2)[CH:26]=[CH:25][CH:24]=[CH:23][CH:22]=1, predict the reactants needed to synthesize it. (3) Given the product [NH2:22][C:16]1([C:14]([NH:13][CH2:12][CH2:11][C:5]2[C:4]3[C:8](=[CH:9][CH:10]=[C:2]([F:1])[CH:3]=3)[NH:7][CH:6]=2)=[O:15])[CH2:21][CH2:20][CH2:19][CH2:18][CH2:17]1, predict the reactants needed to synthesize it. The reactants are: [F:1][C:2]1[CH:3]=[C:4]2[C:8](=[CH:9][CH:10]=1)[NH:7][CH:6]=[C:5]2[CH2:11][CH2:12][NH:13][C:14]([C:16]1([NH:22]C(=O)OC(C)(C)C)[CH2:21][CH2:20][CH2:19][CH2:18][CH2:17]1)=[O:15].FC(F)(F)C(O)=O.C([O-])(O)=O.[Na+].[OH-].[Na+]. (4) Given the product [Br:42][C:5]1[CH:6]=[CH:7][C:8]2[N:9]3[C:27]4[CH:26]=[CH:25][C:24]([C:28]5[CH:33]=[CH:32][CH:31]=[CH:30][CH:29]=5)=[CH:23][C:22]=4[C:11]4[CH:12]=[C:13]([C:16]5[CH:17]=[CH:18][CH:19]=[CH:20][CH:21]=5)[CH:14]=[C:15]([C:2]([CH3:34])([CH3:1])[C:3]=2[CH:4]=1)[C:10]3=4, predict the reactants needed to synthesize it. The reactants are: [CH3:1][C:2]1([CH3:34])[C:15]2[C:10]3=[C:11]([C:22]4[CH:23]=[C:24]([C:28]5[CH:33]=[CH:32][CH:31]=[CH:30][CH:29]=5)[CH:25]=[CH:26][C:27]=4[N:9]3[C:8]3[CH:7]=[CH:6][CH:5]=[CH:4][C:3]1=3)[CH:12]=[C:13]([C:16]1[CH:21]=[CH:20][CH:19]=[CH:18][CH:17]=1)[CH:14]=2.C1C(=O)N([Br:42])C(=O)C1.O. (5) Given the product [Cl:2][C:3]1[C:4]([N:9]2[CH2:30][CH2:29][C:12]3[N:13]=[CH:14][N:15]=[C:16]([NH:17][C:18]4[CH:26]=[C:25]5[C:21]([C:22]([CH3:27])([CH3:28])[CH2:23][N:24]5[CH3:31])=[CH:20][CH:19]=4)[C:11]=3[CH2:10]2)=[N:5][CH:6]=[CH:7][CH:8]=1, predict the reactants needed to synthesize it. The reactants are: Cl.[Cl:2][C:3]1[C:4]([N:9]2[CH2:30][CH2:29][C:12]3[N:13]=[CH:14][N:15]=[C:16]([NH:17][C:18]4[CH:26]=[C:25]5[C:21]([C:22]([CH3:28])([CH3:27])[CH2:23][NH:24]5)=[CH:20][CH:19]=4)[C:11]=3[CH2:10]2)=[N:5][CH:6]=[CH:7][CH:8]=1.[CH3:31]N(C=O)C.C([O-])([O-])=O.[K+].[K+]. (6) The reactants are: [F:1][C:2]1[C:3]([I:25])=[C:4]2[N:10]=[C:9]([C:11]3[CH:16]=[CH:15][C:14]([C:17]([N:19]4[CH2:24][CH2:23][O:22][CH2:21][CH2:20]4)=O)=[CH:13][CH:12]=3)[NH:8][C:5]2=[N:6][CH:7]=1.O1CCCC1.B. Given the product [F:1][C:2]1[C:3]([I:25])=[C:4]2[N:10]=[C:9]([C:11]3[CH:12]=[CH:13][C:14]([CH2:17][N:19]4[CH2:20][CH2:21][O:22][CH2:23][CH2:24]4)=[CH:15][CH:16]=3)[NH:8][C:5]2=[N:6][CH:7]=1, predict the reactants needed to synthesize it. (7) Given the product [C:20]1([CH2:26][O:27][C:28]([NH:30][C@H:31]([C:36]([NH:1][C:2]2[CH:3]=[CH:4][C:5]3[CH2:11][N:10]([C:12]([O:14][C:15]([CH3:16])([CH3:18])[CH3:17])=[O:13])[CH2:9][CH2:8][CH2:7][C:6]=3[CH:19]=2)=[O:37])[CH2:32][CH2:33][S:34][CH3:35])=[O:29])[CH:21]=[CH:22][CH:23]=[CH:24][CH:25]=1, predict the reactants needed to synthesize it. The reactants are: [NH2:1][C:2]1[CH:3]=[CH:4][C:5]2[CH2:11][N:10]([C:12]([O:14][C:15]([CH3:18])([CH3:17])[CH3:16])=[O:13])[CH2:9][CH2:8][CH2:7][C:6]=2[CH:19]=1.[C:20]1([CH2:26][O:27][C:28]([NH:30][C@H:31]([C:36](O)=[O:37])[CH2:32][CH2:33][S:34][CH3:35])=[O:29])[CH:25]=[CH:24][CH:23]=[CH:22][CH:21]=1.CN(C(ON1N=NC2C=CC=NC1=2)=[N+](C)C)C.F[P-](F)(F)(F)(F)F.C(N(CC)C(C)C)(C)C.[Cl-].[NH4+]. (8) Given the product [Cl:1][C:2]1[CH:8]=[C:7]([Cl:9])[CH:6]=[C:4]2[C:3]=1[CH:11]([C:21]1[CH:24]=[CH:25][C:18]([F:17])=[CH:19][CH:20]=1)[CH2:10][CH:12]([C:13]([OH:15])=[O:14])[NH:5]2, predict the reactants needed to synthesize it. The reactants are: [Cl:1][C:2]1[CH:3]=[C:4]([CH:6]=[C:7]([Cl:9])[CH:8]=1)[NH2:5].[CH2:10]([C:12](=O)[C:13]([O-:15])=[O:14])[CH3:11].[F:17][C:18]1[CH:25]=[CH:24][C:21](C=C)=[CH:20][CH:19]=1.FC(F)(F)C(O)=O.[OH-].[Na+].